This data is from Reaction yield outcomes from USPTO patents with 853,638 reactions. The task is: Predict the reaction yield, written as a fraction of the theoretical maximum amount of product (1.0 means a 100% yield; for example, 0.34 means a 34% yield). The product is [NH2:1][C:2]1[C:7]([Cl:8])=[C:6]([Cl:9])[N:5]=[C:4]([C:10]([O:12][CH3:13])=[O:11])[C:3]=1[CH:15]=[CH2:16]. The reactants are [NH2:1][C:2]1[C:7]([Cl:8])=[C:6]([Cl:9])[N:5]=[C:4]([C:10]([O:12][CH3:13])=[O:11])[C:3]=1I.[CH:15]([Sn](CCCC)(CCCC)CCCC)=[CH2:16]. The catalyst is C(OCC)(=O)C.Cl[Pd](Cl)([P](C1C=CC=CC=1)(C1C=CC=CC=1)C1C=CC=CC=1)[P](C1C=CC=CC=1)(C1C=CC=CC=1)C1C=CC=CC=1. The yield is 0.730.